From a dataset of Reaction yield outcomes from USPTO patents with 853,638 reactions. Predict the reaction yield, written as a fraction of the theoretical maximum amount of product (1.0 means a 100% yield; for example, 0.34 means a 34% yield). (1) The reactants are [F:1][C:2]([F:21])([F:20])[C:3]1[CH:8]=[CH:7][C:6]([C:9]2[CH:10]=[C:11]3[C:16](=[CH:17][CH:18]=2)[NH:15][C:14](=[O:19])[CH2:13][CH2:12]3)=[CH:5][CH:4]=1.[OH-].[Na+].[C:24]([O:28][CH2:29][CH3:30])(=[O:27])[CH:25]=[CH2:26]. The catalyst is O1CCCC1.CN(C)C=O. The product is [O:19]=[C:14]1[CH2:13][CH2:12][C:11]2[C:16](=[CH:17][CH:18]=[C:9]([C:6]3[CH:5]=[CH:4][C:3]([C:2]([F:1])([F:20])[F:21])=[CH:8][CH:7]=3)[CH:10]=2)[N:15]1[CH2:26][CH2:25][C:24]([O:28][CH2:29][CH3:30])=[O:27]. The yield is 0.580. (2) The reactants are Cl[C:2]1[CH:9]=[CH:8][C:5]([C:6]#[N:7])=[C:4]([N:10]([CH2:12][CH2:13][O:14][CH3:15])[CH3:11])[N:3]=1.[Br:16][C:17]1[CH:24]=[CH:23][C:22]([OH:25])=[CH:21][C:18]=1[CH:19]=[O:20].C([O-])([O-])=O.[K+].[K+]. The catalyst is CN(C=O)C. The product is [Br:16][C:17]1[CH:24]=[CH:23][C:22]([O:25][C:2]2[CH:9]=[CH:8][C:5]([C:6]#[N:7])=[C:4]([N:10]([CH2:12][CH2:13][O:14][CH3:15])[CH3:11])[N:3]=2)=[CH:21][C:18]=1[CH:19]=[O:20]. The yield is 0.750. (3) The reactants are I[C:2]1[CH:7]=[CH:6][C:5]([N+:8]([O-:10])=[O:9])=[CH:4][CH:3]=1.[N:11]1[CH:16]=[CH:15][CH:14]=[C:13](B(O)O)[CH:12]=1.C([O-])([O-])=O.[Cs+].[Cs+].C1(P(C2C=CC=CC=2)C2C=CC=CC=2)C=CC=CC=1. The catalyst is CC([O-])=O.CC([O-])=O.[Pd+2].CN(C=O)C. The product is [N+:8]([C:5]1[CH:6]=[CH:7][C:2]([C:13]2[CH:12]=[N:11][CH:16]=[CH:15][CH:14]=2)=[CH:3][CH:4]=1)([O-:10])=[O:9]. The yield is 0.730. (4) The reactants are [CH:1]1[C:10]2[C:5](=[CH:6][CH:7]=[CH:8][CH:9]=2)[CH:4]=[CH:3][C:2]=1[CH:11]=O.[O:13]=[C:14]([CH:16](P(=O)(OCC)OCC)[CH2:17][CH2:18][CH2:19][CH2:20][CH3:21])[CH3:15]. No catalyst specified. The product is [CH:1]1[C:10]2[C:5](=[CH:6][CH:7]=[CH:8][CH:9]=2)[CH:4]=[CH:3][C:2]=1/[CH:11]=[C:16](\[CH2:17][CH2:18][CH2:19][CH2:20][CH3:21])/[C:14](=[O:13])[CH3:15]. The yield is 0.0300. (5) The reactants are [F:1][C:2]1[CH:7]=[CH:6][C:5]([NH:8][C:9](=[O:29])[CH2:10][C:11]([NH:13][C:14]2[CH:19]=[CH:18][C:17]([O:20][C:21]3[CH:26]=[CH:25][N:24]=[C:23]([NH2:27])[CH:22]=3)=[CH:16][C:15]=2[F:28])=[O:12])=[CH:4][CH:3]=1.C(N(CC)CC)C.Cl[C:38](OC1C=CC=CC=1)=[O:39].[N:47]1([CH:53]2[CH2:58][CH2:57][NH:56][CH2:55][CH2:54]2)[CH2:52][CH2:51][CH2:50][CH2:49][CH2:48]1. The catalyst is O1CCCC1.CN(C)C=O.C(OCC)(=O)C. The product is [F:1][C:2]1[CH:3]=[CH:4][C:5]([NH:8][C:9](=[O:29])[CH2:10][C:11]([NH:13][C:14]2[CH:19]=[CH:18][C:17]([O:20][C:21]3[CH:26]=[CH:25][N:24]=[C:23]([NH:27][C:38]([N:56]4[CH2:57][CH2:58][CH:53]([N:47]5[CH2:52][CH2:51][CH2:50][CH2:49][CH2:48]5)[CH2:54][CH2:55]4)=[O:39])[CH:22]=3)=[CH:16][C:15]=2[F:28])=[O:12])=[CH:6][CH:7]=1. The yield is 0.410.